This data is from Catalyst prediction with 721,799 reactions and 888 catalyst types from USPTO. The task is: Predict which catalyst facilitates the given reaction. (1) Reactant: [NH:1]1[CH2:4][CH:3]([NH:5][C:6](=[O:37])[C:7]2[CH:12]=[C:11]([O:13][CH3:14])[C:10]([NH:15][C:16]3[N:17]=[CH:18][C:19]4[N:25]([CH3:26])[C:24](=[O:27])[C:23]([F:29])([F:28])[CH2:22][N:21]([CH:30]5[CH2:34][CH2:33][CH2:32][CH2:31]5)[C:20]=4[N:35]=3)=[CH:9][C:8]=2[F:36])[CH2:2]1.C(Cl)Cl.CO.[C:43]1(=O)[CH2:47][CH2:46][CH2:45][CH2:44]1. Product: [CH:30]1([N:21]2[CH2:22][C:23]([F:28])([F:29])[C:24](=[O:27])[N:25]([CH3:26])[C:19]3[CH:18]=[N:17][C:16]([NH:15][C:10]4[C:11]([O:13][CH3:14])=[CH:12][C:7]([C:6]([NH:5][CH:3]5[CH2:2][N:1]([CH:43]6[CH2:47][CH2:46][CH2:45][CH2:44]6)[CH2:4]5)=[O:37])=[C:8]([F:36])[CH:9]=4)=[N:35][C:20]2=3)[CH2:34][CH2:33][CH2:32][CH2:31]1. The catalyst class is: 52. (2) Reactant: [Cl:1][C:2]1[CH:7]=[CH:6][C:5]([C:8]2[CH:13]=[CH:12][CH:11]=[C:10]([CH2:14][O:15][C:16]3[CH:25]=[CH:24][C:19]([C:20](OC)=[O:21])=[C:18]([F:26])[CH:17]=3)[CH:9]=2)=[C:4]([CH3:27])[CH:3]=1.[H-].[Al+3].[Li+].[H-].[H-].[H-]. Product: [Cl:1][C:2]1[CH:7]=[CH:6][C:5]([C:8]2[CH:13]=[CH:12][CH:11]=[C:10]([CH2:14][O:15][C:16]3[CH:25]=[CH:24][C:19]([CH2:20][OH:21])=[C:18]([F:26])[CH:17]=3)[CH:9]=2)=[C:4]([CH3:27])[CH:3]=1. The catalyst class is: 1. (3) Reactant: Cl[C:2]1[CH:3]=[CH:4][C:5]2[N:6]([C:8]([CH:11]([C:13]3[C:14]([F:24])=[C:15]4[C:20](=[CH:21][C:22]=3[F:23])[N:19]=[CH:18][CH:17]=[CH:16]4)[CH3:12])=[CH:9][N:10]=2)[N:7]=1.[F-].[K+].Cl.[CH3:28][CH:29]1[CH2:34][NH:33][C:32](=[O:35])[CH2:31][NH:30]1. Product: [F:24][C:14]1[C:13]([CH:11]([C:8]2[N:6]3[N:7]=[C:2]([N:30]4[CH:29]([CH3:28])[CH2:34][NH:33][C:32](=[O:35])[CH2:31]4)[CH:3]=[CH:4][C:5]3=[N:10][CH:9]=2)[CH3:12])=[C:22]([F:23])[CH:21]=[C:20]2[C:15]=1[CH:16]=[CH:17][CH:18]=[N:19]2. The catalyst class is: 37. (4) Reactant: Br[C:2]1[N:7]=[CH:6][C:5]([C@@H:8]2[CH2:10][C@H:9]2[NH:11][C:12](=[O:18])[O:13][C:14]([CH3:17])([CH3:16])[CH3:15])=[CH:4][CH:3]=1.[Cl:19][C:20]1[CH:21]=[C:22]([CH:24]=[CH:25][CH:26]=1)[NH2:23].CC(C)([O-])C.[Na+]. Product: [Cl:19][C:20]1[CH:21]=[C:22]([NH:23][C:2]2[N:7]=[CH:6][C:5]([C@@H:8]3[CH2:10][C@H:9]3[NH:11][C:12](=[O:18])[O:13][C:14]([CH3:17])([CH3:16])[CH3:15])=[CH:4][CH:3]=2)[CH:24]=[CH:25][CH:26]=1. The catalyst class is: 62. (5) Reactant: [O:1]1[C:5]2[CH:6]=[CH:7][C:8]([NH:10][C:11](=[O:19])OC3C=CC=CC=3)=[CH:9][C:4]=2[O:3][CH2:2]1.[NH2:20][C:21]1[CH:22]=[CH:23][CH:24]=[C:25]2[C:30]=1[CH2:29][CH:28]([OH:31])[CH2:27][CH2:26]2. Product: [O:1]1[C:5]2[CH:6]=[CH:7][C:8]([NH:10][C:11]([NH:20][C:21]3[C:30]4[CH2:29][CH:28]([OH:31])[CH2:27][CH2:26][C:25]=4[CH:24]=[CH:23][CH:22]=3)=[O:19])=[CH:9][C:4]=2[O:3][CH2:2]1. The catalyst class is: 16.